Dataset: Full USPTO retrosynthesis dataset with 1.9M reactions from patents (1976-2016). Task: Predict the reactants needed to synthesize the given product. (1) Given the product [CH3:42][C:37]1[CH:36]=[C:35]([C:31]2[CH:30]=[C:29]([C:27]3[CH2:26][C:25](=[O:43])[NH:24][C:9]4[CH:10]=[C:11]([C:20]([F:22])([F:21])[F:23])[C:12]([N:14]([CH2:16][CH:17]([CH3:18])[CH3:19])[CH3:15])=[CH:13][C:8]=4[N:7]=3)[CH:34]=[CH:33][CH:32]=2)[CH:40]=[C:39]([CH3:41])[N:38]=1, predict the reactants needed to synthesize it. The reactants are: C(OC(=O)[NH:7][C:8]1[CH:13]=[C:12]([N:14]([CH2:16][CH:17]([CH3:19])[CH3:18])[CH3:15])[C:11]([C:20]([F:23])([F:22])[F:21])=[CH:10][C:9]=1[NH:24][C:25](=[O:43])[CH2:26][C:27]([C:29]1[CH:34]=[CH:33][CH:32]=[C:31]([C:35]2[CH:40]=[C:39]([CH3:41])[N:38]=[C:37]([CH3:42])[CH:36]=2)[CH:30]=1)=O)(C)(C)C.C(O)(C(F)(F)F)=O. (2) Given the product [NH2:12][CH:5]([CH2:6][C:7]1[S:8][CH:9]=[CH:10][CH:11]=1)[CH:4]([OH:23])[C:3]([NH2:2])=[O:24], predict the reactants needed to synthesize it. The reactants are: Br.[NH2:2][C:3](=[O:24])[CH:4]([OH:23])[CH:5]([NH:12]C(=O)OCC1C=CC=CC=1)[CH2:6][C:7]1[S:8][CH:9]=[CH:10][CH:11]=1. (3) Given the product [CH2:37]([O:39][C:40](=[O:49])[CH:41]([C:43]1[CH:48]=[CH:47][CH:46]=[CH:45][CH:44]=1)[CH2:42][N:33]1[CH2:34][CH2:35][N:30]([CH2:29][C:14]2[C:15]([C:23]3[CH:24]=[CH:25][CH:26]=[CH:27][CH:28]=3)=[N:16][C:17]3[C:22]([C:13]=2[C:11](=[O:12])[NH:10][C@H:3]([C:4]2[CH:5]=[CH:6][CH:7]=[CH:8][CH:9]=2)[CH:2]([CH3:36])[CH3:1])=[CH:21][CH:20]=[CH:19][CH:18]=3)[CH2:31][CH2:32]1)[CH3:38], predict the reactants needed to synthesize it. The reactants are: [CH3:1][CH:2]([CH3:36])[C@H:3]([NH:10][C:11]([C:13]1[C:22]2[C:17](=[CH:18][CH:19]=[CH:20][CH:21]=2)[N:16]=[C:15]([C:23]2[CH:28]=[CH:27][CH:26]=[CH:25][CH:24]=2)[C:14]=1[CH2:29][N:30]1[CH2:35][CH2:34][NH:33][CH2:32][CH2:31]1)=[O:12])[C:4]1[CH:9]=[CH:8][CH:7]=[CH:6][CH:5]=1.[CH2:37]([O:39][C:40](=[O:49])[C:41]([C:43]1[CH:48]=[CH:47][CH:46]=[CH:45][CH:44]=1)=[CH2:42])[CH3:38]. (4) The reactants are: COC1C=CN=CC=1[C:9]#[C:10][C:11]1[CH:16]=[CH:15][C:14]([C:17]2([NH:21][C:22](=[O:28])[O:23][C:24]([CH3:27])([CH3:26])[CH3:25])[CH2:20][CH2:19][CH2:18]2)=[CH:13][CH:12]=1.Br[C:30]1[CH:35]=[CH:34][N:33]=[CH:32][C:31]=1[O:36][CH3:37]. Given the product [CH3:37][O:36][C:31]1[CH:32]=[N:33][CH:34]=[CH:35][C:30]=1[C:9]#[C:10][C:11]1[CH:16]=[CH:15][C:14]([C:17]2([NH:21][C:22](=[O:28])[O:23][C:24]([CH3:27])([CH3:25])[CH3:26])[CH2:20][CH2:19][CH2:18]2)=[CH:13][CH:12]=1, predict the reactants needed to synthesize it. (5) Given the product [CH:1]1[C:10]2[C:5](=[CH:6][CH:7]=[CH:8][CH:9]=2)[CH:4]=[CH:3][N:2]=1.[CH2:11]1[C@@H:15]([CH2:16][CH2:17][CH2:18][CH2:19][C:20]([OH:22])=[O:21])[S:14][S:13][CH2:12]1, predict the reactants needed to synthesize it. The reactants are: [CH:1]1[C:10]2[C:5](=[CH:6][CH:7]=[CH:8][CH:9]=2)[CH:4]=[CH:3][N:2]=1.[CH2:11]1[C@@H:15]([CH2:16][CH2:17][CH2:18][CH2:19][C:20]([OH:22])=[O:21])[S:14][S:13][CH2:12]1. (6) Given the product [N+:10]([C:5]1[CH:6]=[CH:7][CH:8]=[CH:9][C:4]=1[CH:15]([C:14](=[O:13])[CH2:23][CH2:24][C:25]([O:27][CH3:28])=[O:26])[C:16]([O:18][C:19]([CH3:22])([CH3:20])[CH3:21])=[O:17])([O-:12])=[O:11], predict the reactants needed to synthesize it. The reactants are: [H-].[Na+].F[C:4]1[CH:9]=[CH:8][CH:7]=[CH:6][C:5]=1[N+:10]([O-:12])=[O:11].[O:13]=[C:14]([CH2:23][CH2:24][C:25]([O:27][CH3:28])=[O:26])[CH2:15][C:16]([O:18][C:19]([CH3:22])([CH3:21])[CH3:20])=[O:17].